Dataset: NCI-60 drug combinations with 297,098 pairs across 59 cell lines. Task: Regression. Given two drug SMILES strings and cell line genomic features, predict the synergy score measuring deviation from expected non-interaction effect. (1) Drug 1: CC(CN1CC(=O)NC(=O)C1)N2CC(=O)NC(=O)C2. Drug 2: C1CCC(C(C1)N)N.C(=O)(C(=O)[O-])[O-].[Pt+4]. Cell line: UACC62. Synergy scores: CSS=15.9, Synergy_ZIP=-6.86, Synergy_Bliss=-3.57, Synergy_Loewe=-1.74, Synergy_HSA=-0.549. (2) Cell line: SK-MEL-28. Drug 1: COC1=C(C=C2C(=C1)N=CN=C2NC3=CC(=C(C=C3)F)Cl)OCCCN4CCOCC4. Drug 2: CC1=C(C(=CC=C1)Cl)NC(=O)C2=CN=C(S2)NC3=CC(=NC(=N3)C)N4CCN(CC4)CCO. Synergy scores: CSS=9.32, Synergy_ZIP=-3.63, Synergy_Bliss=1.58, Synergy_Loewe=2.70, Synergy_HSA=2.08. (3) Drug 1: COC1=CC(=CC(=C1O)OC)C2C3C(COC3=O)C(C4=CC5=C(C=C24)OCO5)OC6C(C(C7C(O6)COC(O7)C8=CC=CS8)O)O. Drug 2: C1=NC2=C(N=C(N=C2N1C3C(C(C(O3)CO)O)F)Cl)N. Cell line: SK-OV-3. Synergy scores: CSS=31.0, Synergy_ZIP=-6.82, Synergy_Bliss=-4.90, Synergy_Loewe=-7.34, Synergy_HSA=-1.47.